Dataset: Experimentally validated miRNA-target interactions with 360,000+ pairs, plus equal number of negative samples. Task: Binary Classification. Given a miRNA mature sequence and a target amino acid sequence, predict their likelihood of interaction. (1) The miRNA is hsa-miR-335-5p with sequence UCAAGAGCAAUAACGAAAAAUGU. The protein sequence of the target gene is MEPGQPREPQEPREPGPGAETAAAPVWEEAKIFYDNLAPKKKPKSPKPQNAVTIAVSSRALFRMDEEQQIYTEQGVEEYVRYQLEHENEPFSPGPAFPFVKALEAVNRRLRELYPDSEDVFDIVLMTNNHAQVGVRLINSINHYDLFIERFCMTGGNSPICYLKAYHTNLYLSADAEKVREAIDEGIAAATIFSPSRDVVVSQSQLRVAFDGDAVLFSDESERIVKAHGLDRFFEHEKAHENKPLAQGPLKGFLEALGRLQKKFYSKGLRLECPIRTYLVTARSAASSGARALKTLRSWG.... Result: 1 (interaction). (2) The miRNA is dme-miR-34-5p with sequence UGGCAGUGUGGUUAGCUGGUUGUG. The protein sequence of the target gene is MADPRDKALQDYRKKLLEHKEIDGRLKELREQLKELTKQYEKSENDLKALQSVGQIVGEVLKQLTEEKFIVKATNGPRYVVGCRRQLDKSKLKPGTRVALDMTTLTIMRYLPREVDPLVYNMSHEDPGNVSYSEIGGLSEQIRELREVIELPLTNPELFQRVGIIPPKGCLLYGPPGTGKTLLARAVASQLDCNFLKVVSSSIVDKYIGESARLIREMFNYARDHQPCIIFMDEIDAIGGRRFSEGTSADREIQRTLMELLNQMDGFDTLHRVKMIMATNRPDTLDPALLRPGRLDRKIH.... Result: 0 (no interaction). (3) The miRNA is hsa-miR-93-5p with sequence CAAAGUGCUGUUCGUGCAGGUAG. The protein sequence of the target gene is MLFRNRFLLLLALAALLAFVSLSLQFFHLIPVSTPKNGMSSKSRKRIMPDPVTEPPVTDPVYEALLYCNIPSVAERSMEGHAPHHFKLVSVHVFIRHGDRYPLYVIPKTKRPEIDCTLVANRKPYHPKLEAFISHMSKGSGASFESPLNSLPLYPNHPLCEMGELTQTGVVQHLQNGQLLRDIYLKKHKLLPNDWSADQLYLETTGKSRTLQSGLALLYGFLPDFDWKKIYFRHQPSALFCSGSCYCPVRNQYLEKEQRRQYLLRLKNSQLEKTYGEMAKIVDVPTKQLRAANPIDSMLC.... Result: 1 (interaction). (4) The miRNA is hsa-miR-550b-3p with sequence UCUUACUCCCUCAGGCACUG. The protein sequence of the target gene is MARCRHHSGYLADDEAAHSTYVAPLPKKHLLPEMRPTCKLGRVPHLPSMNQYSEHQSHQQNFRHPLAFGGFLDFLTEGQVLDSLQTVVEQATERLAAMKTEAGVPLVDIQDPVEVPSSRHRSRARPSIDTVHRHRARPTLCAGRPNNYPSCSSSMSDSHSSITAGWLGSHSQDSDLGARGIGSLPPMRDKLLLEKNLKRLLRLENKGKILNQSCSQRDSLLWDSLGSQTSSQWTREQPLSWFSGLLGSSPATPETSELGLGEQEMIFLKQKLNKEMKSLLNQPRPFNLPTYCPLREPHHT.... Result: 0 (no interaction). (5) Result: 0 (no interaction). The miRNA is mmu-miR-7685-5p with sequence ACCUUCCGGUUUCUUCAAGUCUCC. The protein sequence of the target gene is MSEPDTSSGFSGSVENGTFLELFPTSLSTSVDPSSGHLSNVYIYVSIFLSLLAFLLLLLIIALQRLKNIISSSSSYPEYPSDAGSSFTNLEVCSISSQRSTFSNLSS. (6) The miRNA is hsa-miR-4480 with sequence AGCCAAGUGGAAGUUACUUUA. The protein sequence of the target gene is MESNHKSGDGLSGTQKEAALRALVQRTGYSLVQENGQRKYGGPPPGWDAAPPERGCEIFIGKLPRDLFEDELIPLCEKIGKIYEMRMMMDFNGNNRGYAFVTFSNKVEAKNAIKQLNNYEIRNGRLLGVCASVDNCRLFVGGIPKTKKREEILSEMKKVTEGVVDVIVYPSAADKTKNRGFAFVEYESHRAAAMARRKLLPGRIQLWGHGIAVDWAEPEVEVDEDTMSSVKILYVRNLMLSTSEEMIEKEFNNIKPGAVERVKKIRDYAFVHFSNREDAVEAMKALNGKVLDGSPIEVTL.... Result: 1 (interaction).